This data is from NCI-60 drug combinations with 297,098 pairs across 59 cell lines. The task is: Regression. Given two drug SMILES strings and cell line genomic features, predict the synergy score measuring deviation from expected non-interaction effect. (1) Synergy scores: CSS=14.7, Synergy_ZIP=-6.90, Synergy_Bliss=-5.03, Synergy_Loewe=-4.12, Synergy_HSA=-3.78. Drug 2: CCN(CC)CCNC(=O)C1=C(NC(=C1C)C=C2C3=C(C=CC(=C3)F)NC2=O)C. Cell line: SN12C. Drug 1: C1CN1P(=S)(N2CC2)N3CC3. (2) Drug 1: CCC1=CC2CC(C3=C(CN(C2)C1)C4=CC=CC=C4N3)(C5=C(C=C6C(=C5)C78CCN9C7C(C=CC9)(C(C(C8N6C)(C(=O)OC)O)OC(=O)C)CC)OC)C(=O)OC.C(C(C(=O)O)O)(C(=O)O)O. Drug 2: CC(C)CN1C=NC2=C1C3=CC=CC=C3N=C2N. Cell line: MDA-MB-435. Synergy scores: CSS=56.9, Synergy_ZIP=4.90, Synergy_Bliss=3.85, Synergy_Loewe=-17.0, Synergy_HSA=3.28.